From a dataset of NCI-60 drug combinations with 297,098 pairs across 59 cell lines. Regression. Given two drug SMILES strings and cell line genomic features, predict the synergy score measuring deviation from expected non-interaction effect. (1) Synergy scores: CSS=44.2, Synergy_ZIP=-1.89, Synergy_Bliss=-4.08, Synergy_Loewe=-16.6, Synergy_HSA=-3.39. Drug 1: C1=NC2=C(N1)C(=S)N=C(N2)N. Cell line: CCRF-CEM. Drug 2: C(CCl)NC(=O)N(CCCl)N=O. (2) Synergy scores: CSS=30.4, Synergy_ZIP=-5.69, Synergy_Bliss=-5.02, Synergy_Loewe=-13.2, Synergy_HSA=-5.41. Drug 1: CC1CCC2CC(C(=CC=CC=CC(CC(C(=O)C(C(C(=CC(C(=O)CC(OC(=O)C3CCCCN3C(=O)C(=O)C1(O2)O)C(C)CC4CCC(C(C4)OC)OCCO)C)C)O)OC)C)C)C)OC. Drug 2: CN(CC1=CN=C2C(=N1)C(=NC(=N2)N)N)C3=CC=C(C=C3)C(=O)NC(CCC(=O)O)C(=O)O. Cell line: TK-10. (3) Drug 2: N.N.Cl[Pt+2]Cl. Drug 1: CN(CC1=CN=C2C(=N1)C(=NC(=N2)N)N)C3=CC=C(C=C3)C(=O)NC(CCC(=O)O)C(=O)O. Synergy scores: CSS=33.1, Synergy_ZIP=-3.35, Synergy_Bliss=-5.27, Synergy_Loewe=-3.94, Synergy_HSA=-2.80. Cell line: MALME-3M. (4) Drug 1: CCCS(=O)(=O)NC1=C(C(=C(C=C1)F)C(=O)C2=CNC3=C2C=C(C=N3)C4=CC=C(C=C4)Cl)F. Drug 2: C1C(C(OC1N2C=NC3=C(N=C(N=C32)Cl)N)CO)O. Cell line: PC-3. Synergy scores: CSS=5.15, Synergy_ZIP=-1.04, Synergy_Bliss=1.82, Synergy_Loewe=-7.24, Synergy_HSA=0.129. (5) Drug 1: CC1=C2C(C(=O)C3(C(CC4C(C3C(C(C2(C)C)(CC1OC(=O)C(C(C5=CC=CC=C5)NC(=O)OC(C)(C)C)O)O)OC(=O)C6=CC=CC=C6)(CO4)OC(=O)C)OC)C)OC. Drug 2: CCCS(=O)(=O)NC1=C(C(=C(C=C1)F)C(=O)C2=CNC3=C2C=C(C=N3)C4=CC=C(C=C4)Cl)F. Cell line: HCC-2998. Synergy scores: CSS=42.6, Synergy_ZIP=5.78, Synergy_Bliss=-2.68, Synergy_Loewe=-43.5, Synergy_HSA=-6.83. (6) Drug 1: C1CC(=O)NC(=O)C1N2CC3=C(C2=O)C=CC=C3N. Drug 2: CC1CCC2CC(C(=CC=CC=CC(CC(C(=O)C(C(C(=CC(C(=O)CC(OC(=O)C3CCCCN3C(=O)C(=O)C1(O2)O)C(C)CC4CCC(C(C4)OC)O)C)C)O)OC)C)C)C)OC. Cell line: CAKI-1. Synergy scores: CSS=29.3, Synergy_ZIP=-15.1, Synergy_Bliss=-10.7, Synergy_Loewe=-48.7, Synergy_HSA=-7.51.